Dataset: Retrosynthesis with 50K atom-mapped reactions and 10 reaction types from USPTO. Task: Predict the reactants needed to synthesize the given product. (1) Given the product CC1(C)Cc2c(c(C(=O)Nc3ccc(Br)cc3)cc3nc(Nc4c(Cl)cncc4Cl)[nH]c23)O1, predict the reactants needed to synthesize it. The reactants are: CC1(C)Cc2c(c(C(=O)O)cc3nc(Nc4c(Cl)cncc4Cl)[nH]c23)O1.Nc1ccc(Br)cc1. (2) Given the product CNCCn1ccc2ncnc(Nc3ccc(Oc4cccc(Cl)c4)c(Cl)c3)c21, predict the reactants needed to synthesize it. The reactants are: CN(CCn1ccc2ncnc(Nc3ccc(Oc4cccc(Cl)c4)c(Cl)c3)c21)C(=O)OC(C)(C)C. (3) Given the product C[C@@H](NC(=O)[C@H](CCCNC(=O)OCc1ccccc1)NC(=O)C(c1ccccc1)c1ccccc1)c1ccc(O)cc1, predict the reactants needed to synthesize it. The reactants are: C[C@@H](NC(=O)[C@@H](N)CCCNC(=O)OCc1ccccc1)c1ccc(O)cc1.O=C(O)C(c1ccccc1)c1ccccc1. (4) Given the product CCOC(=O)c1cccc(Sc2c(C)n(-c3cnn(CC)c3)c3cc(Cl)ccc23)c1, predict the reactants needed to synthesize it. The reactants are: CCOC(=O)c1cccc(Sc2c(C)[nH]c3cc(Cl)ccc23)c1.CCn1cc(Br)cn1. (5) Given the product CCOC(=O)c1cnc2c(c(C)nn2C)c1N(Cc1cccnc1)S(=O)(=O)c1ccc(OC)cc1, predict the reactants needed to synthesize it. The reactants are: CCOC(=O)c1cnc2c(c(C)nn2C)c1Cl.COc1ccc(S(=O)(=O)NCc2cccnc2)cc1. (6) The reactants are: CN.O=C(CCCCCl)c1cc2c(c(S(=O)(=O)Cl)c1)OCC2. Given the product CNS(=O)(=O)c1cc(C(=O)CCCCCl)cc2c1OCC2, predict the reactants needed to synthesize it. (7) Given the product CC(C)(C)[Si](C)(C)OCCNc1ccc(NC(=O)c2ccncc2NC(=O)c2ccc(Cl)s2)cc1, predict the reactants needed to synthesize it. The reactants are: CC(C)(C)[Si](C)(C)OCCNc1ccc(N)cc1.O=C(Nc1cnccc1C(=O)O)c1ccc(Cl)s1. (8) Given the product CC(N)c1cc(Cl)c2ccncc2c1-c1cccc(F)c1, predict the reactants needed to synthesize it. The reactants are: CC(N=[N+]=[N-])c1cc(Cl)c2ccncc2c1-c1cccc(F)c1. (9) Given the product C[C@@H](O[C@H]1OCC[C@@H](CN2CCN(c3cccnc3)CC2=O)[C@@H]1c1ccc(F)cc1)c1cc(C(F)(F)F)cc(C(F)(F)F)c1, predict the reactants needed to synthesize it. The reactants are: Brc1cccnc1.C[C@@H](O[C@H]1OCC[C@@H](CN2CCNCC2=O)[C@@H]1c1ccc(F)cc1)c1cc(C(F)(F)F)cc(C(F)(F)F)c1. (10) Given the product CC(=O)N[C@@H](Cc1cc(F)cc(CCC(C)C)c1)[C@H](O)[C@H]1CO[C@@H](OCC(C)(C)C)[C@H](C)N1C(=O)OC(C)(C)C, predict the reactants needed to synthesize it. The reactants are: CC(=O)N[C@@H](Cc1cc(F)cc(Br)c1)[C@H](O)[C@H]1CO[C@@H](OCC(C)(C)C)[C@H](C)N1C(=O)OC(C)(C)C.CC(C)CC[Zn+].